From a dataset of Full USPTO retrosynthesis dataset with 1.9M reactions from patents (1976-2016). Predict the reactants needed to synthesize the given product. (1) Given the product [F:35][C:36]([F:50])([F:51])[C:37]1[CH:38]=[C:39]([CH:43]=[C:44]([C:46]([F:49])([F:47])[F:48])[CH:45]=1)[C:40]([N:14]1[CH2:15][CH2:16][N:11]([C:9]([O:8][CH2:1][C:2]2[CH:3]=[CH:4][CH:5]=[CH:6][CH:7]=2)=[O:10])[CH2:12][CH:13]1[CH2:17][C:18]1[CH:23]=[CH:22][CH:21]=[C:20]([O:24][CH3:25])[C:19]=1[O:26][CH3:27])=[O:41], predict the reactants needed to synthesize it. The reactants are: [CH2:1]([O:8][C:9]([N:11]1[CH2:16][CH2:15][NH:14][CH:13]([CH2:17][C:18]2[CH:23]=[CH:22][CH:21]=[C:20]([O:24][CH3:25])[C:19]=2[O:26][CH3:27])[CH2:12]1)=[O:10])[C:2]1[CH:7]=[CH:6][CH:5]=[CH:4][CH:3]=1.C(N(CC)CC)C.[F:35][C:36]([F:51])([F:50])[C:37]1[CH:38]=[C:39]([CH:43]=[C:44]([C:46]([F:49])([F:48])[F:47])[CH:45]=1)[C:40](Cl)=[O:41].C(=O)([O-])O.[Na+]. (2) Given the product [Cl:1][C:2]1[CH:3]=[CH:4][C:5]([O:6][CH2:7][C:8]([N:10]2[CH2:11][CH2:12][N:13]([CH2:16][C:17]3[N:26]([C:27]4[CH:32]=[C:31]([CH:30]=[CH:29][C:28]=4[O:35][CH:36]([CH3:38])[CH3:37])[CH:33]=[O:42])[C:25](=[O:39])[C:24]4[C:19](=[CH:20][CH:21]=[CH:22][CH:23]=4)[N:18]=3)[CH2:14][CH2:15]2)=[O:9])=[CH:40][CH:41]=1, predict the reactants needed to synthesize it. The reactants are: [Cl:1][C:2]1[CH:41]=[CH:40][C:5]([O:6][CH2:7][C:8]([N:10]2[CH2:15][CH2:14][N:13]([CH2:16][C:17]3[N:26]([C:27]4[CH:32]=[C:31]([CH:33]=C)[CH:30]=[CH:29][C:28]=4[O:35][CH:36]([CH3:38])[CH3:37])[C:25](=[O:39])[C:24]4[C:19](=[CH:20][CH:21]=[CH:22][CH:23]=4)[N:18]=3)[CH2:12][CH2:11]2)=[O:9])=[CH:4][CH:3]=1.[O:42]1CCOCC1.O. (3) Given the product [CH3:2][O:3][C:4]([C:6]1[N:7]([C:20]2[CH:25]=[CH:24][CH:23]=[CH:22][CH:21]=2)[C:8]2[C:13]([C:14](=[O:18])[C:15]=1[CH2:16][NH:17][C:31](=[O:32])[C:30]1[CH:34]=[CH:35][C:27]([Cl:26])=[CH:28][CH:29]=1)=[CH:12][CH:11]=[C:10]([Cl:19])[CH:9]=2)=[O:5], predict the reactants needed to synthesize it. The reactants are: Cl.[CH3:2][O:3][C:4]([C:6]1[N:7]([C:20]2[CH:25]=[CH:24][CH:23]=[CH:22][CH:21]=2)[C:8]2[C:13]([C:14](=[O:18])[C:15]=1[CH2:16][NH2:17])=[CH:12][CH:11]=[C:10]([Cl:19])[CH:9]=2)=[O:5].[Cl:26][C:27]1[CH:35]=[CH:34][C:30]([C:31](Cl)=[O:32])=[CH:29][CH:28]=1.C(N(CC)C(C)C)(C)C. (4) Given the product [C:3]([C:2]([NH:1][C:26](=[O:27])[C:25]1[CH:29]=[CH:30][C:22]([O:21][C:20]([F:19])([F:31])[F:32])=[CH:23][CH:24]=1)([CH3:18])[CH2:5][O:6][C:7]1[C:8]([F:17])=[CH:9][C:10]2[CH2:14][O:13][B:12]([OH:15])[C:11]=2[CH:16]=1)#[N:4], predict the reactants needed to synthesize it. The reactants are: [NH2:1][C:2]([CH3:18])([CH2:5][O:6][C:7]1[C:8]([F:17])=[CH:9][C:10]2[CH2:14][O:13][B:12]([OH:15])[C:11]=2[CH:16]=1)[C:3]#[N:4].[F:19][C:20]([F:32])([F:31])[O:21][C:22]1[CH:30]=[CH:29][C:25]([C:26](O)=[O:27])=[CH:24][CH:23]=1.CN(C(ON1N=NC2C=CC=NC1=2)=[N+](C)C)C.F[P-](F)(F)(F)(F)F.CCN(C(C)C)C(C)C. (5) Given the product [CH3:1][C:2]1[S:6][C:5]2[CH:7]=[C:8]([C:31]#[C:30][CH2:29][OH:32])[CH:9]=[CH:10][C:4]=2[C:3]=1[C:19]1[CH:24]=[CH:23][C:22]([C:25]([F:26])([F:27])[F:28])=[CH:21][CH:20]=1, predict the reactants needed to synthesize it. The reactants are: [CH3:1][C:2]1[S:6][C:5]2[CH:7]=[C:8](OS(C(F)(F)F)(=O)=O)[CH:9]=[CH:10][C:4]=2[C:3]=1[C:19]1[CH:24]=[CH:23][C:22]([C:25]([F:28])([F:27])[F:26])=[CH:21][CH:20]=1.[CH2:29]([OH:32])[C:30]#[CH:31]. (6) Given the product [Cl:1][C:2]1[CH:11]=[C:6]([C:7]([O:9][CH3:10])=[O:8])[C:5]2[O:12][CH2:17][CH2:16][CH2:15][O:13][C:4]=2[CH:3]=1, predict the reactants needed to synthesize it. The reactants are: [Cl:1][C:2]1[CH:3]=[C:4]([OH:13])[C:5]([OH:12])=[C:6]([CH:11]=1)[C:7]([O:9][CH3:10])=[O:8].Br[CH2:15][CH2:16][CH2:17]Br.C([O-])([O-])=O.[K+].[K+].